This data is from Full USPTO retrosynthesis dataset with 1.9M reactions from patents (1976-2016). The task is: Predict the reactants needed to synthesize the given product. (1) The reactants are: [NH2:1][C:2]1[CH:11]=[CH:10][C:5]([C:6]([O:8][CH3:9])=[O:7])=[CH:4][C:3]=1[CH3:12].[N:13]([O-])=O.[Na+].O.O.[Sn](Cl)Cl.[OH-].[Na+]. Given the product [NH:1]([C:2]1[CH:11]=[CH:10][C:5]([C:6]([O:8][CH3:9])=[O:7])=[CH:4][C:3]=1[CH3:12])[NH2:13], predict the reactants needed to synthesize it. (2) Given the product [CH3:8][C:6]1[N:5]=[C:4]([N:9]2[CH2:17][C:16]3[C:11](=[CH:12][CH:13]=[C:14]([C:18]([NH:20][CH2:21][C:22]4[CH:27]=[CH:26][CH:25]=[CH:24][C:23]=4[C:28]([F:31])([F:30])[F:29])=[O:19])[CH:15]=3)[CH2:10]2)[CH:3]=[C:2]([NH:33][CH3:32])[N:7]=1, predict the reactants needed to synthesize it. The reactants are: Cl[C:2]1[N:7]=[C:6]([CH3:8])[N:5]=[C:4]([N:9]2[CH2:17][C:16]3[C:11](=[CH:12][CH:13]=[C:14]([C:18]([NH:20][CH2:21][C:22]4[CH:27]=[CH:26][CH:25]=[CH:24][C:23]=4[C:28]([F:31])([F:30])[F:29])=[O:19])[CH:15]=3)[CH2:10]2)[CH:3]=1.[CH3:32][NH2:33].CCO. (3) Given the product [NH2:22][C@H:23]([CH2:35][OH:36])[C@@H:24]([C:26]1[CH:27]=[CH:28][CH:29]=[CH:30][CH:31]=1)[OH:25].[Cl:2][C:3]1[CH:8]=[CH:7][CH:6]=[CH:5][C:4]=1[C@H:9]([N:13]1[CH2:18][CH2:17][C:16]2[S:19][CH:20]=[CH:21][C:15]=2[CH2:14]1)[C:10]([OH:12])=[O:11], predict the reactants needed to synthesize it. The reactants are: O.[Cl:2][C:3]1[CH:8]=[CH:7][CH:6]=[CH:5][C:4]=1[CH:9]([N:13]1[CH2:18][CH2:17][C:16]2[S:19][CH:20]=[CH:21][C:15]=2[CH2:14]1)[C:10]([OH:12])=[O:11].[NH2:22][C@H:23]([CH2:35][OH:36])[C@@H:24]([C:26]1[CH:31]=[CH:30][C:29]([N+]([O-])=O)=[CH:28][CH:27]=1)[OH:25]. (4) Given the product [CH2:21]([CH:20]([C:19]1[C:14]2[N:15]([C:11]([C:3]3[S:4][C:5]4[C:6](=[N:7][CH:8]=[CH:9][CH:10]=4)[C:2]=3[O:28][CH3:27])=[C:12]([CH3:26])[N:13]=2)[N:16]=[C:17]([CH3:25])[CH:18]=1)[CH2:23][CH3:24])[CH3:22], predict the reactants needed to synthesize it. The reactants are: Br[C:2]1[C:6]2=[N:7][CH:8]=[CH:9][CH:10]=[C:5]2[S:4][C:3]=1[C:11]1[N:15]2[N:16]=[C:17]([CH3:25])[CH:18]=[C:19]([CH:20]([CH2:23][CH3:24])[CH2:21][CH3:22])[C:14]2=[N:13][C:12]=1[CH3:26].[CH3:27][O-:28].[Na+]. (5) The reactants are: [F:1][C:2]([F:35])([F:34])[C:3]1[CH:4]=[C:5]([CH:27]=[C:28]([C:30]([F:33])([F:32])[F:31])[CH:29]=1)[C:6]([N:8]1[CH2:26][CH2:25][C:11]2([N:15]([C:16]3[CH:21]=[CH:20][CH:19]=[CH:18][C:17]=3[CH3:22])[C:14](=[O:23])[NH:13][C:12]2=[O:24])[CH2:10][CH2:9]1)=[O:7].Cl[CH2:37][C:38]1[NH:39][C:40]2[CH:46]=[CH:45][CH:44]=[CH:43][C:41]=2[N:42]=1. Given the product [NH:39]1[C:40]2[CH:46]=[CH:45][CH:44]=[CH:43][C:41]=2[N:42]=[C:38]1[CH2:37][N:13]1[C:12](=[O:24])[C:11]2([CH2:25][CH2:26][N:8]([C:6](=[O:7])[C:5]3[CH:27]=[C:28]([C:30]([F:33])([F:32])[F:31])[CH:29]=[C:3]([C:2]([F:1])([F:34])[F:35])[CH:4]=3)[CH2:9][CH2:10]2)[N:15]([C:16]2[CH:21]=[CH:20][CH:19]=[CH:18][C:17]=2[CH3:22])[C:14]1=[O:23], predict the reactants needed to synthesize it. (6) The reactants are: [NH2:1][C:2]1[C:7]([Cl:8])=[CH:6][C:5]([Cl:9])=[CH:4][N:3]=1.[C:10]1(=O)[CH2:15][CH2:14][CH2:13][C:12](=[O:16])[CH2:11]1.O.C1(C)C=CC(S(O)(=O)=O)=CC=1.C(=O)(O)[O-].[Na+]. Given the product [Cl:8][C:7]1[C:2]([NH:1][C:10]2[CH2:15][CH2:14][CH2:13][C:12](=[O:16])[CH:11]=2)=[N:3][CH:4]=[C:5]([Cl:9])[CH:6]=1, predict the reactants needed to synthesize it. (7) Given the product [Br:1][C:2]1[CH:3]=[CH:4][CH:5]=[C:6]2[C:11]=1[N:10]=[C:9]([C:12]1[CH:17]=[C:16]([C:18]([CH3:19])([CH3:20])[CH3:21])[CH:15]=[C:14]([C:22]([CH3:25])([CH3:24])[CH3:23])[C:13]=1[OH:26])[CH:8]=[CH:7]2, predict the reactants needed to synthesize it. The reactants are: [Br:1][C:2]1[CH:3]=[CH:4][CH:5]=[C:6]2[C:11]=1[N:10]=[C:9]([C:12]1[CH:17]=[C:16]([C:18]([CH3:21])([CH3:20])[CH3:19])[CH:15]=[C:14]([C:22]([CH3:25])([CH3:24])[CH3:23])[C:13]=1[O:26]C)[CH:8]=[CH:7]2.B(Br)(Br)Br.C(Cl)Cl. (8) Given the product [Br:1][C:2]1[CH:10]=[C:9]2[C:5]([C:6]([CH3:11])=[CH:7][N:8]2[S:22]([C:19]2[CH:20]=[CH:21][C:16]([O:15][CH3:14])=[C:17]([N:26]3[CH2:27][CH2:28][N:29]([C:32](=[O:37])[C:33]([Cl:36])([Cl:34])[Cl:35])[CH2:30][CH2:31]3)[CH:18]=2)(=[O:23])=[O:24])=[CH:4][CH:3]=1, predict the reactants needed to synthesize it. The reactants are: [Br:1][C:2]1[CH:10]=[C:9]2[C:5]([C:6]([CH3:11])=[CH:7][NH:8]2)=[CH:4][CH:3]=1.[H-].[Na+].[CH3:14][O:15][C:16]1[CH:21]=[CH:20][C:19]([S:22](Cl)(=[O:24])=[O:23])=[CH:18][C:17]=1[N:26]1[CH2:31][CH2:30][N:29]([C:32](=[O:37])[C:33]([Cl:36])([Cl:35])[Cl:34])[CH2:28][CH2:27]1.